Dataset: Peptide-MHC class II binding affinity with 134,281 pairs from IEDB. Task: Regression. Given a peptide amino acid sequence and an MHC pseudo amino acid sequence, predict their binding affinity value. This is MHC class II binding data. (1) The peptide sequence is GAMLVGQVTLLDLLK. The MHC is DRB3_0202 with pseudo-sequence DRB3_0202. The binding affinity (normalized) is 0. (2) The peptide sequence is SYDGVSEDTDDDD. The MHC is DRB5_0101 with pseudo-sequence DRB5_0101. The binding affinity (normalized) is 0. (3) The peptide sequence is ALFKAIEAYLLAHPD. The MHC is DRB3_0101 with pseudo-sequence DRB3_0101. The binding affinity (normalized) is 0.470. (4) The peptide sequence is VVVHITDDNEEPIAP. The MHC is HLA-DQA10501-DQB10201 with pseudo-sequence HLA-DQA10501-DQB10201. The binding affinity (normalized) is 0.387. (5) The peptide sequence is RGLKLATALSLSNKF. The MHC is HLA-DPA10201-DPB10101 with pseudo-sequence HLA-DPA10201-DPB10101. The binding affinity (normalized) is 0.0763. (6) The peptide sequence is TLTPMMSSKFPELGM. The MHC is HLA-DQA10501-DQB10201 with pseudo-sequence HLA-DQA10501-DQB10201. The binding affinity (normalized) is 0.115. (7) The peptide sequence is TPEGIIPALFEPERE. The MHC is DRB1_0101 with pseudo-sequence DRB1_0101. The binding affinity (normalized) is 0. (8) The peptide sequence is PKFVKQNTLKGAT. The MHC is DRB1_1201 with pseudo-sequence DRB1_1201. The binding affinity (normalized) is 0.0619.